From a dataset of Reaction yield outcomes from USPTO patents with 853,638 reactions. Predict the reaction yield, written as a fraction of the theoretical maximum amount of product (1.0 means a 100% yield; for example, 0.34 means a 34% yield). The reactants are [CH3:1][S:2][C:3]1[CH:4]=[C:5]([CH3:9])[CH:6]=[CH:7][CH:8]=1.[Br:10]Br. The catalyst is CC(O)=O. The product is [Br:10][C:6]1[CH:7]=[CH:8][C:3]([S:2][CH3:1])=[CH:4][C:5]=1[CH3:9]. The yield is 0.850.